From a dataset of Forward reaction prediction with 1.9M reactions from USPTO patents (1976-2016). Predict the product of the given reaction. (1) The product is: [Br:1][C:2]1[N:6]([C:7]([CH3:8])([CH3:9])[CH3:10])[N:5]=[CH:4][C:3]=1[C:11]1[S:12][CH:13]=[C:14]([CH2:16][C:17]([NH:60][CH2:59][CH:56]2[CH2:57][CH2:58][O:53][CH2:54][CH2:55]2)=[O:19])[N:15]=1. Given the reactants [Br:1][C:2]1[N:6]([C:7]([CH3:10])([CH3:9])[CH3:8])[N:5]=[CH:4][C:3]=1[C:11]1[S:12][CH:13]=[C:14]([CH2:16][C:17]([OH:19])=O)[N:15]=1.CN(C(ON1N=NC2C=CC=NC1=2)=[N+](C)C)C.F[P-](F)(F)(F)(F)F.CCN(C(C)C)C(C)C.[O:53]1[CH2:58][CH2:57][CH:56]([CH2:59][NH2:60])[CH2:55][CH2:54]1, predict the reaction product. (2) Given the reactants [C:1]1([C@@H:7]([NH:19][C:20]2[CH:25]=[CH:24][CH:23]=[CH:22][CH:21]=2)[C:8]([O:10][C@@H:11]2[CH:16]3[CH2:17][CH2:18][N:13]([CH2:14][CH2:15]3)[CH2:12]2)=[O:9])[CH:6]=[CH:5][CH:4]=[CH:3][CH:2]=1.[Br:26][CH2:27][C:28]([C:30]1[CH:35]=[CH:34][C:33]([F:36])=[CH:32][C:31]=1[OH:37])=[O:29], predict the reaction product. The product is: [Br-:26].[F:36][C:33]1[CH:34]=[CH:35][C:30]([C:28](=[O:29])[CH2:27][N+:13]23[CH2:14][CH2:15][CH:16]([CH2:17][CH2:18]2)[C@@H:11]([O:10][C:8](=[O:9])[C@@H:7]([C:1]2[CH:2]=[CH:3][CH:4]=[CH:5][CH:6]=2)[NH:19][C:20]2[CH:25]=[CH:24][CH:23]=[CH:22][CH:21]=2)[CH2:12]3)=[C:31]([OH:37])[CH:32]=1. (3) Given the reactants F[C:2]1[C:3]([C:8]2[N:12]=[C:11]([C:13]3[CH:18]=[C:17]([C:19]#[N:20])[CH:16]=[C:15]([F:21])[CH:14]=3)[O:10][N:9]=2)=[N:4][CH:5]=[CH:6][CH:7]=1.[CH3:22][N:23]([CH3:40])[CH2:24][CH2:25][CH2:26][CH2:27][CH2:28][CH2:29][O:30]CCCCCCN(C)C.[K].O1CCOCCOCCOCCOCCOCC1, predict the reaction product. The product is: [CH3:22][N:23]([CH3:40])[CH2:24][CH2:25][CH2:26][CH2:27][CH2:28][CH2:29][O:30][C:2]1[C:3]([C:8]2[N:12]=[C:11]([C:13]3[CH:14]=[C:15]([F:21])[CH:16]=[C:17]([C:19]#[N:20])[CH:18]=3)[O:10][N:9]=2)=[N:4][CH:5]=[CH:6][CH:7]=1. (4) Given the reactants [CH:1]([N:5]1[C:10]2[N:11]=[C:12](S(C)(=O)=O)[N:13]=[C:14]([C:15]3[CH:20]=[CH:19][C:18]([F:21])=[CH:17][C:16]=3[CH3:22])[C:9]=2[CH:8]=[CH:7][C:6]1=[O:27])([CH2:3][CH3:4])[CH3:2].[NH2:28][CH:29]([CH2:32][OH:33])[CH2:30][OH:31], predict the reaction product. The product is: [CH:1]([N:5]1[C:10]2[N:11]=[C:12]([NH:28][CH:29]([CH2:32][OH:33])[CH2:30][OH:31])[N:13]=[C:14]([C:15]3[CH:20]=[CH:19][C:18]([F:21])=[CH:17][C:16]=3[CH3:22])[C:9]=2[CH:8]=[CH:7][C:6]1=[O:27])([CH2:3][CH3:4])[CH3:2]. (5) Given the reactants [CH3:1][C:2]1[N:3]=[CH:4][N:5]([C:7]2[CH:12]=[CH:11][C:10]([N+:13]([O-])=O)=[CH:9][CH:8]=2)[CH:6]=1.C(OCC)(=O)C, predict the reaction product. The product is: [CH3:1][C:2]1[N:3]=[CH:4][N:5]([C:7]2[CH:12]=[CH:11][C:10]([NH2:13])=[CH:9][CH:8]=2)[CH:6]=1. (6) Given the reactants C(OC([N:8]1[CH2:13][CH2:12][CH:11]([NH:14][C:15]([NH:17][C:18]2[CH:19]=[C:20]3[C:25](=[CH:26][CH:27]=2)[N:24]=[C:23]([NH:28][C@H:29]2[C:37]4[C:32](=[CH:33][CH:34]=[CH:35][CH:36]=4)[CH2:31][CH2:30]2)[CH:22]=[CH:21]3)=[O:16])[CH2:10][CH2:9]1)=O)(C)(C)C.FC(F)(F)C(O)=O.C(=O)([O-])[O-].[Na+].[Na+], predict the reaction product. The product is: [C@H:29]1([NH:28][C:23]2[CH:22]=[CH:21][C:20]3[C:25](=[CH:26][CH:27]=[C:18]([NH:17][C:15]([NH:14][CH:11]4[CH2:12][CH2:13][NH:8][CH2:9][CH2:10]4)=[O:16])[CH:19]=3)[N:24]=2)[C:37]2[C:32](=[CH:33][CH:34]=[CH:35][CH:36]=2)[CH2:31][CH2:30]1. (7) Given the reactants Cl[C:2]1[C:3]2[C:4](=[CH:16][N:17](CC3C=CC(OC)=CC=3)[N:18]=2)[N:5]=[C:6]([C:8]2[CH:13]=[CH:12][CH:11]=[CH:10][C:9]=2[O:14][CH3:15])[N:7]=1.[O:28]1[CH2:33][CH2:32][N:31]([C:34]2[CH:40]=[CH:39][C:37]([NH2:38])=[CH:36][CH:35]=2)[CH2:30][CH2:29]1.Cl, predict the reaction product. The product is: [CH3:15][O:14][C:9]1[CH:10]=[CH:11][CH:12]=[CH:13][C:8]=1[C:6]1[N:7]=[C:2]([NH:38][C:37]2[CH:36]=[CH:35][C:34]([N:31]3[CH2:32][CH2:33][O:28][CH2:29][CH2:30]3)=[CH:40][CH:39]=2)[C:3]2[NH:18][N:17]=[CH:16][C:4]=2[N:5]=1. (8) Given the reactants [Cl:1][C:2]1[CH:7]=[CH:6][C:5]([C:8]([CH3:13])([CH3:12])[C:9](=[O:11])[CH3:10])=[CH:4][CH:3]=1.[C:14](=O)([O:18]CC)[O:15][CH2:16][CH3:17].[H-].[Na+], predict the reaction product. The product is: [Cl:1][C:2]1[CH:3]=[CH:4][C:5]([C:8]([CH3:13])([CH3:12])[C:9](=[O:11])[CH2:10][C:14]([O:15][CH2:16][CH3:17])=[O:18])=[CH:6][CH:7]=1.